This data is from Full USPTO retrosynthesis dataset with 1.9M reactions from patents (1976-2016). The task is: Predict the reactants needed to synthesize the given product. Given the product [NH2:22][C:7]1[C:6]([O:25][CH3:26])=[C:5]([CH3:4])[C:19]([O:20][CH3:21])=[CH:18][C:8]=1[C:9]([N:11]1[CH2:15][CH2:14][CH2:13][CH:12]1[CH2:16][OH:17])=[O:10], predict the reactants needed to synthesize it. The reactants are: O.NN.[CH3:4][C:5]1[C:19]([O:20][CH3:21])=[CH:18][C:8]([C:9]([N:11]2[CH2:15][CH2:14][CH2:13][CH:12]2[CH2:16][OH:17])=[O:10])=[C:7]([N+:22]([O-])=O)[C:6]=1[O:25][CH3:26].[H][H].